This data is from Reaction yield outcomes from USPTO patents with 853,638 reactions. The task is: Predict the reaction yield, written as a fraction of the theoretical maximum amount of product (1.0 means a 100% yield; for example, 0.34 means a 34% yield). (1) The reactants are [C:1]([C:3]1[CH:8]=[CH:7][C:6](B(O)O)=[CH:5][CH:4]=1)#[N:2].Br[C:13]1[CH:18]=[CH:17][C:16]([OH:19])=[CH:15][C:14]=1[CH3:20]. No catalyst specified. The product is [OH:19][C:16]1[CH:17]=[CH:18][C:13]([C:6]2[CH:7]=[CH:8][C:3]([C:1]#[N:2])=[CH:4][CH:5]=2)=[C:14]([CH3:20])[CH:15]=1. The yield is 0.600. (2) The reactants are C[Si](C)(C)[C:3]#[C:4][CH2:5][CH2:6][CH2:7][CH2:8][C:9]1[CH:10]=[C:11]2[C:16](=[N:17][CH:18]=1)[NH:15][C:14](=[O:19])[CH2:13][CH2:12]2.[F-].C([N+](CCCC)(CCCC)CCCC)CCC.O. The catalyst is O1CCCC1. The product is [CH2:8]([C:9]1[CH:10]=[C:11]2[C:16](=[N:17][CH:18]=1)[NH:15][C:14](=[O:19])[CH2:13][CH2:12]2)[CH2:7][CH2:6][CH2:5][C:4]#[CH:3]. The yield is 0.560. (3) The reactants are [OH:1][CH2:2][CH:3]([OH:9])[CH2:4][CH2:5][CH2:6][CH2:7][OH:8].CO[CH:12](OC)[C:13]1[CH:18]=[CH:17][CH:16]=[CH:15][CH:14]=1. The catalyst is CN(C=O)C.C(OCC)(=O)C. The product is [C:13]1([CH:12]2[O:9][CH:3]([CH2:4][CH2:5][CH2:6][CH2:7][OH:8])[CH2:2][O:1]2)[CH:18]=[CH:17][CH:16]=[CH:15][CH:14]=1. The yield is 0.660. (4) The reactants are [CH3:1][C:2]1([CH3:12])[O:6][C@@H:5]([CH:7]=[N:8][OH:9])[C:4]([CH3:11])([CH3:10])[O:3]1.[Cl:13]N1C(=O)CCC1=O.O. The catalyst is CN(C=O)C. The product is [OH:9][N:8]=[C:7]([Cl:13])[C@H:5]1[C:4]([CH3:11])([CH3:10])[O:3][C:2]([CH3:12])([CH3:1])[O:6]1. The yield is 0.796. (5) The reactants are C(=O)([O-])O.[K+].BrC[CH2:8][CH:9]1[CH2:11][CH2:10]1.[C:12]([O:16][C:17](=[O:22])[NH:18][CH2:19][CH2:20][NH2:21])([CH3:15])([CH3:14])[CH3:13]. The catalyst is C1COCC1. The product is [C:12]([O:16][C:17](=[O:22])[NH:18][CH2:19][CH2:20][NH:21][CH2:10][CH:11]1[CH2:8][CH2:9]1)([CH3:15])([CH3:13])[CH3:14]. The yield is 0.300. (6) The reactants are [ClH:1].N[C:3]1[CH:12]=[CH:11][CH:10]=[C:9]2[C:4]=1[CH:5]=[CH:6][C:7](=[O:13])[NH:8]2.N([O-])=O.[Na+].[S:18](=[O:20])=[O:19]. The catalyst is C(O)(=O)C.C(#N)C.O.O.[Cu](Cl)Cl. The product is [O:13]=[C:7]1[CH:6]=[CH:5][C:4]2[C:3]([S:18]([Cl:1])(=[O:20])=[O:19])=[CH:12][CH:11]=[CH:10][C:9]=2[NH:8]1. The yield is 0.140. (7) The reactants are [Cl:1][C:2]1[C:6]([CH3:7])=[C:5]([C:8]2[CH:9]=[C:10]([C:13]([OH:15])=O)[S:11][CH:12]=2)[N:4]([CH3:16])[N:3]=1.[NH2:17][C@@H:18]([CH2:31][C:32]1[CH:37]=[CH:36][CH:35]=[C:34]([F:38])[CH:33]=1)[CH2:19][N:20]1[C:28](=[O:29])[C:27]2[C:22](=[CH:23][CH:24]=[CH:25][CH:26]=2)[C:21]1=[O:30].CC(OC(N[C@H](C(O)=O)CC1C=CC=CC=1C(F)(F)F)=O)(C)C.C1CN([P+](Br)(N2CCCC2)N2CCCC2)CC1.F[P-](F)(F)(F)(F)F.CCN(C(C)C)C(C)C. The catalyst is C(Cl)(Cl)Cl. The product is [Cl:1][C:2]1[C:6]([CH3:7])=[C:5]([C:8]2[CH:9]=[C:10]([C:13]([NH:17][C@@H:18]([CH2:31][C:32]3[CH:37]=[CH:36][CH:35]=[C:34]([F:38])[CH:33]=3)[CH2:19][N:20]3[C:28](=[O:29])[C:27]4[C:22](=[CH:23][CH:24]=[CH:25][CH:26]=4)[C:21]3=[O:30])=[O:15])[S:11][CH:12]=2)[N:4]([CH3:16])[N:3]=1. The yield is 0.670. (8) The reactants are [CH2:1]([O:4][C:5](=[O:12])[C:6]1[CH:11]=[CH:10][CH:9]=[CH:8][CH:7]=1)[CH:2]=[CH2:3].[Cl:13][C:14]([Cl:19])(Cl)[C:15](Cl)=[O:16].C(COC)OC.CCCCCC. The catalyst is C(OCC)C.[Zn]. The product is [C:5]([O:4][CH2:1][CH:2]1[CH2:3][C:15](=[O:16])[C:14]1([Cl:19])[Cl:13])(=[O:12])[C:6]1[CH:11]=[CH:10][CH:9]=[CH:8][CH:7]=1. The yield is 0.370. (9) The reactants are [CH3:1][N:2]([CH2:4][CH:5]1[CH2:7][CH:6]1[C:8]1[CH:9]=[C:10]2[C:14](=[CH:15][CH:16]=1)[NH:13][CH:12]=[C:11]2[CH:17]=O)[CH3:3].P([O-])([O-])(O)=O.[NH4+].[NH4+].[N+:26](CCC)([O-])=O.[OH-].[Na+]. The catalyst is C(O)(=O)C.O. The product is [CH3:1][N:2]([CH2:4][CH:5]1[CH2:7][CH:6]1[C:8]1[CH:9]=[C:10]2[C:14](=[CH:15][CH:16]=1)[NH:13][CH:12]=[C:11]2[C:17]#[N:26])[CH3:3]. The yield is 0.750.